This data is from Full USPTO retrosynthesis dataset with 1.9M reactions from patents (1976-2016). The task is: Predict the reactants needed to synthesize the given product. (1) Given the product [CH2:1]([O:8][C:9](=[O:34])[NH:10][CH2:11][CH:12]([NH2:23])[CH2:13][O:14][C:15]1[CH:20]=[CH:19][C:18]([F:21])=[C:17]([F:22])[CH:16]=1)[C:2]1[CH:7]=[CH:6][CH:5]=[CH:4][CH:3]=1, predict the reactants needed to synthesize it. The reactants are: [CH2:1]([O:8][C:9](=[O:34])[NH:10][CH2:11][CH:12]([N:23]1C(=O)C2C(=CC=CC=2)C1=O)[CH2:13][O:14][C:15]1[CH:20]=[CH:19][C:18]([F:21])=[C:17]([F:22])[CH:16]=1)[C:2]1[CH:7]=[CH:6][CH:5]=[CH:4][CH:3]=1.CN. (2) Given the product [CH3:39][O:38][C:35]1[N:34]=[CH:33][C:32]([CH2:31][C:26]2[C:24](=[O:25])[N:23]=[C:1]([O:3][CH2:4][CH2:5][C:6]3[CH:7]=[CH:8][C:9]([O:12][C:13]4[CH:14]=[N:15][C:16]([C:19]([F:22])([F:21])[F:20])=[CH:17][CH:18]=4)=[CH:10][CH:11]=3)[NH:2][CH:27]=2)=[CH:37][N:36]=1, predict the reactants needed to synthesize it. The reactants are: [C:1](=[NH:23])([O:3][CH2:4][CH2:5][C:6]1[CH:11]=[CH:10][C:9]([O:12][C:13]2[CH:14]=[N:15][C:16]([C:19]([F:22])([F:21])[F:20])=[CH:17][CH:18]=2)=[CH:8][CH:7]=1)[NH2:2].[CH:24]([CH:26]([CH2:31][C:32]1[CH:33]=[N:34][C:35]([O:38][CH3:39])=[N:36][CH:37]=1)[C:27](OC)=O)=[O:25].C([O-])([O-])=O.[K+].[K+]. (3) The reactants are: Br[C:2]1[CH:3]=[C:4]([CH:9]=[CH:10][CH:11]=1)[NH:5][C:6](=[O:8])[CH3:7].[CH2:12]([P:15](=[O:22])([O:19][CH2:20][CH3:21])[O:16][CH2:17][CH3:18])[CH:13]=[CH2:14].C(N(CC)CC)C.O. Given the product [CH2:20]([O:19][P:15]([CH2:12]/[CH:13]=[CH:14]/[C:2]1[CH:3]=[C:4]([NH:5][C:6](=[O:8])[CH3:7])[CH:9]=[CH:10][CH:11]=1)([O:16][CH2:17][CH3:18])=[O:22])[CH3:21], predict the reactants needed to synthesize it. (4) Given the product [N:11]1([C:14]2[CH:15]=[CH:16][C:17]([NH:20][C:21]([C:23]3[C:24]([C:29]4[CH:34]=[CH:33][C:32]([C:35]([F:37])([F:36])[F:38])=[CH:31][CH:30]=4)=[CH:25][CH:26]=[CH:27][CH:28]=3)=[O:22])=[CH:18][CH:19]=2)[CH2:12][CH2:13][NH:8][CH2:9][CH2:10]1, predict the reactants needed to synthesize it. The reactants are: C1(C[N:8]2[CH2:13][CH2:12][N:11]([C:14]3[CH:19]=[CH:18][C:17]([NH:20][C:21]([C:23]4[C:24]([C:29]5[CH:34]=[CH:33][C:32]([C:35]([F:38])([F:37])[F:36])=[CH:31][CH:30]=5)=[CH:25][CH:26]=[CH:27][CH:28]=4)=[O:22])=[CH:16][CH:15]=3)[CH2:10][CH2:9]2)C=CC=CC=1.[H][H].